Predict which catalyst facilitates the given reaction. From a dataset of Catalyst prediction with 721,799 reactions and 888 catalyst types from USPTO. (1) Product: [C:11]([O:10][C:8](=[O:9])[N:1]([C@H:2]([C:4](=[O:6])[NH:55][C@@H:56]1[C:62](=[O:63])[N:61]([CH2:64][C:65]2[C:74]3[C:69](=[C:70]([Br:75])[CH:71]=[CH:72][CH:73]=3)[CH:68]=[CH:67][C:66]=2[O:76][CH3:77])[C:60]2[CH:78]=[CH:79][CH:80]=[CH:81][C:59]=2[NH:58][CH2:57]1)[CH3:3])[CH3:7])([CH3:14])([CH3:13])[CH3:12]. Reactant: [N:1]([C:8]([O:10][C:11]([CH3:14])([CH3:13])[CH3:12])=[O:9])([CH3:7])[C@H:2]([C:4]([OH:6])=O)[CH3:3].CCN(C(C)C)C(C)C.CN(C(ON1N=NC2C=CC=NC1=2)=[N+](C)C)C.F[P-](F)(F)(F)(F)F.FC(F)(F)C(O)=O.[NH2:55][C@@H:56]1[C:62](=[O:63])[N:61]([CH2:64][C:65]2[C:74]3[C:69](=[C:70]([Br:75])[CH:71]=[CH:72][CH:73]=3)[CH:68]=[CH:67][C:66]=2[O:76][CH3:77])[C:60]2[CH:78]=[CH:79][CH:80]=[CH:81][C:59]=2[NH:58][CH2:57]1. The catalyst class is: 18. (2) Reactant: [C:1]([C:3]1[C:8]([F:9])=[CH:7][C:6]([F:10])=[CH:5][N:4]=1)#[N:2].[CH3:11][OH:12].C[O-].[Na+]. Product: [F:10][C:6]1[CH:7]=[C:8]([O:12][CH3:11])[C:3]([C:1]#[N:2])=[N:4][CH:5]=1.[F:9][C:8]1[C:3]([C:1]#[N:2])=[N:4][CH:5]=[C:6]([O:12][CH3:11])[CH:7]=1. The catalyst class is: 6. (3) Reactant: Cl.[C:2]([C:4]1[C:5](O)=[C:6]([C:10]2[N:20]=[CH:19][CH:18]=[CH:17][C:11]=2[C:12]([O:14][CH2:15][CH3:16])=[O:13])[CH:7]=[CH:8][CH:9]=1)#[N:3].CS([O:26][CH2:27][CH2:28][C:29]1[CH:34]=[CH:33][CH:32]=[CH:31][C:30]=1[CH3:35])(=O)=O.C(=O)([O-])[O-].[K+].[K+]. Product: [C:2]([C:4]1[CH:5]=[C:6]([C:10]2[N:20]=[CH:19][CH:18]=[CH:17][C:11]=2[C:12]([O:14][CH2:15][CH3:16])=[O:13])[CH:7]=[CH:8][C:9]=1[O:26][CH2:27][CH2:28][C:29]1[CH:34]=[CH:33][CH:32]=[CH:31][C:30]=1[CH3:35])#[N:3]. The catalyst class is: 3. (4) Reactant: [F:1][C:2]1[CH:7]=[CH:6][CH:5]=[CH:4][C:3]=1[OH:8].C([O-])([O-])=O.[Cs+].[Cs+].Br[CH:16]([CH3:22])[C:17]([O:19][CH2:20][CH3:21])=[O:18]. Product: [CH2:20]([O:19][C:17](=[O:18])[CH:16]([O:8][C:3]1[CH:4]=[CH:5][CH:6]=[CH:7][C:2]=1[F:1])[CH3:22])[CH3:21]. The catalyst class is: 3. (5) Reactant: C([O:3][C:4](=[O:18])[CH:5]([OH:17])[CH:6]1[C:11](=[O:12])[NH:10][C:9]2[CH:13]=[CH:14][CH:15]=[CH:16][C:8]=2[S:7]1)C.[OH-].[Na+].O. Product: [OH:17][CH:5]([CH:6]1[C:11](=[O:12])[NH:10][C:9]2[CH:13]=[CH:14][CH:15]=[CH:16][C:8]=2[S:7]1)[C:4]([OH:18])=[O:3]. The catalyst class is: 14. (6) Reactant: F[C:2](F)(F)[C:3](O)=O.C([N:10]([C:13]([CH2:20][C:21]1[CH:26]=[CH:25][CH:24]=[CH:23][CH:22]=1)([C:17]([OH:19])=[O:18])[C:14]([OH:16])=[O:15])CC)C.[CH:27](N(C(C)C)CC)(C)[CH3:28].[C:36]1([C@H:42]([N:44]=[C:45]=[O:46])[CH3:43])[CH:41]=[CH:40][CH:39]=[CH:38][CH:37]=1.O. Product: [CH2:27]([O:16][C:14](=[O:15])[C:13]([CH2:20][C:21]1[CH:22]=[CH:23][CH:24]=[CH:25][CH:26]=1)([NH:10][C:45](=[O:46])[NH:44][C@@H:42]([C:36]1[CH:41]=[CH:40][CH:39]=[CH:38][CH:37]=1)[CH3:43])[C:17]([O:19][CH2:2][CH3:3])=[O:18])[CH3:28]. The catalyst class is: 9. (7) Reactant: [Cl:1][C:2]1[C:7]([F:8])=[CH:6][N:5]=[C:4]2[NH:9][CH:10]=[CH:11][C:3]=12.[I:12]N1C(=O)CCC1=O. Product: [Cl:1][C:2]1[C:7]([F:8])=[CH:6][N:5]=[C:4]2[NH:9][CH:10]=[C:11]([I:12])[C:3]=12. The catalyst class is: 9. (8) Reactant: [CH:1]([N:4]1[C:8]([C:9]2[N:18]=[C:17]3[N:11]([CH2:12][CH2:13][O:14][C:15]4[CH:22]=[C:21](OS(C(F)(F)F)(=O)=O)[N:20]=[CH:19][C:16]=43)[CH:10]=2)=[N:7][C:6]([CH3:31])=[N:5]1)([CH3:3])[CH3:2].[NH2:32][CH2:33][C:34]([NH2:36])=[O:35].CN1C(=O)CCC1. Product: [CH:1]([N:4]1[C:8]([C:9]2[N:18]=[C:17]3[C:16]4[CH:19]=[N:20][C:21]([NH:32][CH2:33][C:34]([NH2:36])=[O:35])=[CH:22][C:15]=4[O:14][CH2:13][CH2:12][N:11]3[CH:10]=2)=[N:7][C:6]([CH3:31])=[N:5]1)([CH3:2])[CH3:3]. The catalyst class is: 6.